This data is from Catalyst prediction with 721,799 reactions and 888 catalyst types from USPTO. The task is: Predict which catalyst facilitates the given reaction. (1) Reactant: [O:1]=O.[C:3]([O:6][C:7]1[CH:12]=[CH:11][C:10]([CH2:13][CH2:14][C:15]2[CH:27]=[C:26]3[C:18]([C:19]4[CH:20]=[CH:21][C:22]([O:28][CH2:29][CH2:30][CH2:31][CH2:32][CH3:33])=[CH:23][C:24]=4[CH2:25]3)=[CH:17][CH:16]=2)=[CH:9][CH:8]=1)(=[O:5])[CH3:4].[OH-].[K+].Cl. Product: [C:3]([O:6][C:7]1[CH:12]=[CH:11][C:10]([CH2:13][CH2:14][C:15]2[CH:27]=[C:26]3[C:18]([C:19]4[C:24](=[CH:25]3)[C:23](=[O:1])[C:22]([O:28][CH2:29][CH2:30][CH2:31][CH2:32][CH3:33])=[CH:21][CH:20]=4)=[CH:17][CH:16]=2)=[CH:9][CH:8]=1)(=[O:5])[CH3:4]. The catalyst class is: 131. (2) Reactant: [C:1]([C:5]1[CH:6]=[C:7]([C:15]2[N:19]([S:20]([N:23]3[CH2:28][CH2:27][CH2:26][CH2:25][CH2:24]3)(=[O:22])=[O:21])[C:18]([CH3:29])=[C:17]([C:30](O)=[O:31])[CH:16]=2)[CH:8]=[C:9]([C:11]([CH3:14])([CH3:13])[CH3:12])[CH:10]=1)([CH3:4])([CH3:3])[CH3:2].[O:33]1[CH2:36][CH:35]([NH2:37])[CH2:34]1.CN(C(ON1N=NC2C=CC=NC1=2)=[N+](C)C)C.F[P-](F)(F)(F)(F)F.CCN(C(C)C)C(C)C. Product: [C:1]([C:5]1[CH:6]=[C:7]([C:15]2[N:19]([S:20]([N:23]3[CH2:28][CH2:27][CH2:26][CH2:25][CH2:24]3)(=[O:21])=[O:22])[C:18]([CH3:29])=[C:17]([C:30]([NH:37][CH:35]3[CH2:36][O:33][CH2:34]3)=[O:31])[CH:16]=2)[CH:8]=[C:9]([C:11]([CH3:12])([CH3:14])[CH3:13])[CH:10]=1)([CH3:3])([CH3:2])[CH3:4]. The catalyst class is: 18. (3) Reactant: [Cl:1][C:2]1[CH:3]=[C:4]([N+:9]([O-:11])=[O:10])[CH:5]=[CH:6][C:7]=1F.[S-2:12].[Na+].[Na+].I[CH2:16][CH2:17][CH2:18][CH3:19]. Product: [CH2:16]([S:12][C:7]1[CH:6]=[CH:5][C:4]([N+:9]([O-:11])=[O:10])=[CH:3][C:2]=1[Cl:1])[CH2:17][CH2:18][CH3:19]. The catalyst class is: 9. (4) Reactant: II.Br[C:4]1[CH:9]=[CH:8][C:7]([Cl:10])=[CH:6][CH:5]=1.[C:11]([Si:15]([C:28]1[CH:33]=[CH:32][CH:31]=[CH:30][CH:29]=1)([C:22]1[CH:27]=[CH:26][CH:25]=[CH:24][CH:23]=1)[O:16][CH2:17][CH2:18][CH2:19][CH:20]=[O:21])([CH3:14])([CH3:13])[CH3:12]. Product: [C:11]([Si:15]([C:22]1[CH:27]=[CH:26][CH:25]=[CH:24][CH:23]=1)([C:28]1[CH:33]=[CH:32][CH:31]=[CH:30][CH:29]=1)[O:16][CH2:17][CH2:18][CH2:19][CH:20]([C:4]1[CH:9]=[CH:8][C:7]([Cl:10])=[CH:6][CH:5]=1)[OH:21])([CH3:14])([CH3:12])[CH3:13]. The catalyst class is: 1.